Predict the product of the given reaction. From a dataset of Forward reaction prediction with 1.9M reactions from USPTO patents (1976-2016). (1) Given the reactants [CH2:1]([O:3][C:4]1[CH:5]=[C:6]2[C:11](=[C:12]3[CH2:16][C:15]([CH3:18])([CH3:17])[O:14][C:13]=13)[C:10]([C:19]1[CH:20]=[C:21]([NH:25][C:26](=O)[C:27](F)(F)F)[CH:22]=[CH:23][CH:24]=1)=[N:9][C:8]([CH3:33])([CH3:32])[CH2:7]2)[CH3:2].C(Br)[C:35]1[CH:40]=[CH:39]C=[CH:37][CH:36]=1.[H-].[Na+].Cl, predict the reaction product. The product is: [CH2:1]([O:3][C:4]1[CH:5]=[C:6]2[C:11](=[C:12]3[CH2:16][C:15]([CH3:18])([CH3:17])[O:14][C:13]=13)[C:10]([C:19]1[CH:20]=[C:21]([NH:25][CH2:26][C:27]3[CH:39]=[CH:40][CH:35]=[CH:36][CH:37]=3)[CH:22]=[CH:23][CH:24]=1)=[N:9][C:8]([CH3:33])([CH3:32])[CH2:7]2)[CH3:2]. (2) The product is: [Cl:1][C:2]1[CH:7]=[C:6]([C:8]#[C:9][C:10]2[N:11]=[C:12]([CH3:15])[N:13]([CH:16]([CH3:18])[CH3:17])[CH:14]=2)[CH:5]=[CH:4][N:3]=1. Given the reactants [Cl:1][C:2]1[CH:7]=[C:6]([C:8]#[C:9][C:10]2[N:11]=[C:12]([CH3:15])[NH:13][CH:14]=2)[CH:5]=[CH:4][N:3]=1.[CH:16](Br)([CH3:18])[CH3:17], predict the reaction product. (3) Given the reactants [CH2:1]([O:8][C@H:9]1[C@H:14]([O:15][CH2:16][C:17]2[CH:22]=[CH:21][CH:20]=[CH:19][CH:18]=2)[C@@H:13]([O:23][CH2:24][C:25]2[CH:30]=[CH:29][CH:28]=[CH:27][CH:26]=2)[C@@:12]([C:33]2[CH:38]=[CH:37][C:36]([Cl:39])=[C:35]([CH2:40][C:41]3[CH:46]=[CH:45][C:44]([O:47][CH2:48][CH3:49])=[C:43]([F:50])[C:42]=3[F:51])[CH:34]=2)([O:31][CH3:32])[O:11][C@@H:10]1[CH2:52][OH:53])[C:2]1[CH:7]=[CH:6][CH:5]=[CH:4][CH:3]=1.I(C1C=CC=CC=1C(O)=O)(=O)=O, predict the reaction product. The product is: [CH2:1]([O:8][C@H:9]1[C@H:14]([O:15][CH2:16][C:17]2[CH:22]=[CH:21][CH:20]=[CH:19][CH:18]=2)[C@@H:13]([O:23][CH2:24][C:25]2[CH:26]=[CH:27][CH:28]=[CH:29][CH:30]=2)[C@@:12]([C:33]2[CH:38]=[CH:37][C:36]([Cl:39])=[C:35]([CH2:40][C:41]3[CH:46]=[CH:45][C:44]([O:47][CH2:48][CH3:49])=[C:43]([F:50])[C:42]=3[F:51])[CH:34]=2)([O:31][CH3:32])[O:11][C@@H:10]1[CH:52]=[O:53])[C:2]1[CH:3]=[CH:4][CH:5]=[CH:6][CH:7]=1. (4) Given the reactants [CH2:1]1[O:5][C@@H:4]2[C@@H:6]([OH:9])[CH2:7][O:8][C@@H:3]2[C@@H:2]1[OH:10].[SH:11][CH2:12][C:13]([OH:15])=O.C[S:17](O)(=O)=O, predict the reaction product. The product is: [CH2:1]1[O:5][C@@H:4]2[C@@H:6]([OH:9])[CH2:7][O:8][C@@H:3]2[C@@H:2]1[OH:10].[C:12]([S-:11])(=[S:17])[CH2:13][OH:15]. (5) Given the reactants C(OP([CH2:9][C:10]#[N:11])(=O)OCC)C.C[Si]([N-][Si](C)(C)C)(C)C.[Li+].[O:22]1[C:26]2[CH:27]=[CH:28][C:29]([C:31]([C:33]3[CH:38]=[CH:37][CH:36]=[C:35]([O:39][CH3:40])[CH:34]=3)=O)=[CH:30][C:25]=2[O:24][CH2:23]1.O, predict the reaction product. The product is: [O:22]1[C:26]2[CH:27]=[CH:28][C:29]([C:31]([C:33]3[CH:38]=[CH:37][CH:36]=[C:35]([O:39][CH3:40])[CH:34]=3)=[CH:9][C:10]#[N:11])=[CH:30][C:25]=2[O:24][CH2:23]1. (6) Given the reactants [H-].C([Al+]CC(C)C)C(C)C.[F:11][C:12]1[CH:13]=[C:14]([C@H:19]2[NH:24][C:23](=O)[C:22]([CH3:27])([CH3:26])[CH2:21][CH2:20]2)[CH:15]=[C:16]([F:18])[CH:17]=1.C([Al]CC(C)C)C(C)C, predict the reaction product. The product is: [F:18][C:16]1[CH:15]=[C:14]([C@@H:19]2[CH2:20][CH2:21][C:22]([CH3:27])([CH3:26])[CH2:23][NH:24]2)[CH:13]=[C:12]([F:11])[CH:17]=1. (7) Given the reactants Br[C:2]1[CH:3]=[N:4][CH:5]=[C:6]([CH3:9])[C:7]=1[NH2:8].[N:10]1[CH:15]=[CH:14]C(B(O)O)=[CH:12][CH:11]=1.[C:19]([O-])([O-])=O.[K+].[K+], predict the reaction product. The product is: [CH3:19][C:2]1[C:7]([NH2:8])=[C:6]([C:9]2[CH:14]=[CH:15][N:10]=[CH:11][CH:12]=2)[CH:5]=[N:4][CH:3]=1. (8) Given the reactants C(OC(=O)[NH:7][C@H:8]1[CH2:14][N:13]([C:15](=[O:23])[CH2:16][C:17]2[CH:18]=[N:19][CH:20]=[CH:21][CH:22]=2)[C:12]2[CH:24]=[CH:25][CH:26]=[CH:27][C:11]=2[NH:10][C:9]1=[O:28])(C)(C)C.CO.[ClH:32], predict the reaction product. The product is: [ClH:32].[NH2:7][C@@H:8]1[C:9](=[O:28])[NH:10][C:11]2[CH:27]=[CH:26][CH:25]=[CH:24][C:12]=2[N:13]([C:15](=[O:23])[CH2:16][C:17]2[CH:18]=[N:19][CH:20]=[CH:21][CH:22]=2)[CH2:14]1. (9) Given the reactants [OH:1][C:2]1[CH:11]=[C:10]2[C:5]([CH:6]=[C:7]([NH:12][C:13]([CH:15]3[CH2:17][CH2:16]3)=[O:14])[N:8]=[CH:9]2)=[CH:4][CH:3]=1.Br[C:19]([CH3:26])([CH3:25])[C:20]([O:22][CH2:23][CH3:24])=[O:21].C(=O)([O-])[O-].[Cs+].[Cs+].O1CCOCC1, predict the reaction product. The product is: [CH:15]1([C:13]([NH:12][C:7]2[N:8]=[CH:9][C:10]3[C:5]([CH:6]=2)=[CH:4][CH:3]=[C:2]([O:1][C:19]([CH3:26])([CH3:25])[C:20]([O:22][CH2:23][CH3:24])=[O:21])[CH:11]=3)=[O:14])[CH2:16][CH2:17]1.